Task: Predict the product of the given reaction.. Dataset: Forward reaction prediction with 1.9M reactions from USPTO patents (1976-2016) (1) Given the reactants [CH2:1]([O:3][C:4]([C@H:6]1[CH2:8][C@@H:7]1[C:9]1[CH:14]=[CH:13][C:12]([OH:15])=[CH:11][CH:10]=1)=[O:5])[CH3:2].[Br:16][C:17]1[CH:25]=[CH:24][C:23]([F:26])=[C:22]2[C:18]=1[CH2:19][CH2:20][C@@H:21]2O.C1(P(C2C=CC=CC=2)C2C=CC=CC=2)C=CC=CC=1.N(C(OC(C)(C)C)=O)=NC(OC(C)(C)C)=O, predict the reaction product. The product is: [CH2:1]([O:3][C:4]([C@H:6]1[CH2:8][C@@H:7]1[C:9]1[CH:10]=[CH:11][C:12]([O:15][C@H:21]2[C:22]3[C:18](=[C:17]([Br:16])[CH:25]=[CH:24][C:23]=3[F:26])[CH2:19][CH2:20]2)=[CH:13][CH:14]=1)=[O:5])[CH3:2]. (2) Given the reactants [C:1]([C:5]1[N:9]([CH2:10][C@H:11]2[CH2:16][CH2:15][C@H:14]([F:17])[CH2:13][CH2:12]2)[C:8]2[CH:18]=[CH:19][C:20]([S:22]([N:25]3[CH:29]=[C:28]([CH:30]=[O:31])[CH:27]=[N:26]3)(=[O:24])=[O:23])=[CH:21][C:7]=2[N:6]=1)([CH3:4])([CH3:3])[CH3:2].[OH:32]OS([O-])=O.[K+], predict the reaction product. The product is: [C:1]([C:5]1[N:9]([CH2:10][C@H:11]2[CH2:16][CH2:15][C@H:14]([F:17])[CH2:13][CH2:12]2)[C:8]2[CH:18]=[CH:19][C:20]([S:22]([N:25]3[CH:29]=[C:28]([C:30]([OH:32])=[O:31])[CH:27]=[N:26]3)(=[O:24])=[O:23])=[CH:21][C:7]=2[N:6]=1)([CH3:4])([CH3:2])[CH3:3]. (3) Given the reactants ClC1C=CC=C2C=1NC([B:11]1[O:15][C:14]([CH3:17])([CH3:16])[C:13]([CH3:19])([CH3:18])[O:12]1)=C2.[CH3:20][C:21]1[C:25]2[CH:26]=[CH:27][CH:28]=[CH:29][C:24]=2[O:23][CH:22]=1, predict the reaction product. The product is: [CH3:20][C:21]1[C:25]2[CH:26]=[CH:27][CH:28]=[CH:29][C:24]=2[O:23][C:22]=1[B:11]1[O:15][C:14]([CH3:17])([CH3:16])[C:13]([CH3:19])([CH3:18])[O:12]1. (4) Given the reactants Br[C:2]1[NH:22][C:5]2=[N:6][CH:7]=[C:8]([CH2:10][CH2:11][C:12]3[CH:17]=[C:16]([O:18][CH3:19])[CH:15]=[C:14]([O:20][CH3:21])[CH:13]=3)[N:9]=[C:4]2[CH:3]=1.CC1(C)C(C)(C)OB([C:31]2[CH:36]=[CH:35][N:34]=[C:33]([N:37]3[CH2:42][CH2:41][NH:40][CH2:39][CH2:38]3)[CH:32]=2)O1, predict the reaction product. The product is: [CH3:21][O:20][C:14]1[CH:13]=[C:12]([CH:17]=[C:16]([O:18][CH3:19])[CH:15]=1)[CH2:11][CH2:10][C:8]1[N:9]=[C:4]2[CH:3]=[C:2]([C:31]3[CH:36]=[CH:35][N:34]=[C:33]([N:37]4[CH2:38][CH2:39][NH:40][CH2:41][CH2:42]4)[CH:32]=3)[NH:22][C:5]2=[N:6][CH:7]=1. (5) Given the reactants Cl[C:2](=[N:8][OH:9])[C:3]([O:5][CH2:6][CH3:7])=[O:4].C(N(CC)CC)C.CO[C:19]([C:21]1[CH:26]=[CH:25][C:24]([C:27]([C:32]2[CH:45]=[CH:44][C:35]([O:36][CH2:37][C:38]3[CH:43]=[CH:42][CH:41]=[CH:40][N:39]=3)=[CH:34][CH:33]=2)([CH3:31])[CH:28]([CH3:30])[CH3:29])=[CH:23][CH:22]=1)=[CH2:20].C(O)(C(F)(F)F)=O, predict the reaction product. The product is: [CH3:31][C:27]([C:24]1[CH:23]=[CH:22][C:21]([C:19]2[O:9][N:8]=[C:2]([C:3]([O:5][CH2:6][CH3:7])=[O:4])[CH:20]=2)=[CH:26][CH:25]=1)([C:32]1[CH:45]=[CH:44][C:35]([O:36][CH2:37][C:38]2[CH:43]=[CH:42][CH:41]=[CH:40][N:39]=2)=[CH:34][CH:33]=1)[CH:28]([CH3:30])[CH3:29].